Dataset: Full USPTO retrosynthesis dataset with 1.9M reactions from patents (1976-2016). Task: Predict the reactants needed to synthesize the given product. (1) Given the product [Cl:13][C:14]1[CH:15]=[C:16]([S:21]([NH:1][C:2]2[S:3][CH:4]=[C:5]([CH2:7][C:8]([O:10][CH2:11][CH3:12])=[O:9])[N:6]=2)(=[O:22])=[O:23])[CH:17]=[CH:18][C:19]=1[Cl:20], predict the reactants needed to synthesize it. The reactants are: [NH2:1][C:2]1[S:3][CH:4]=[C:5]([CH2:7][C:8]([O:10][CH2:11][CH3:12])=[O:9])[N:6]=1.[Cl:13][C:14]1[CH:15]=[C:16]([S:21](Cl)(=[O:23])=[O:22])[CH:17]=[CH:18][C:19]=1[Cl:20]. (2) The reactants are: [N+:1]([C:4]1[CH:5]=[CH:6][CH:7]=[C:8]2[C:12]=1[NH:11][CH:10]=[C:9]2[C:13]([N:15]1[CH2:21][C:20]2([CH3:23])[CH2:22][CH:16]1[CH2:17][C:18]([CH3:25])([CH3:24])[CH2:19]2)=[O:14])([O-])=O. Given the product [NH2:1][C:4]1[CH:5]=[CH:6][CH:7]=[C:8]2[C:12]=1[NH:11][CH:10]=[C:9]2[C:13]([N:15]1[CH2:21][C:20]2([CH3:23])[CH2:22][CH:16]1[CH2:17][C:18]([CH3:25])([CH3:24])[CH2:19]2)=[O:14], predict the reactants needed to synthesize it.